This data is from Cav3 T-type calcium channel HTS with 100,875 compounds. The task is: Binary Classification. Given a drug SMILES string, predict its activity (active/inactive) in a high-throughput screening assay against a specified biological target. The compound is S1\C(C(=O)N(CC(=O)Nc2cc(O)ccc2)C1=O)=C/C(=C\c1ccccc1)C. The result is 0 (inactive).